This data is from Forward reaction prediction with 1.9M reactions from USPTO patents (1976-2016). The task is: Predict the product of the given reaction. (1) Given the reactants [NH2:1][C:2]1[CH:7]=[CH:6][C:5]([N:8]2[CH2:13][CH2:12][O:11][CH:10]([C:14]([NH2:16])=[O:15])[CH2:9]2)=[CH:4][CH:3]=1.C(=O)([O-])[O-].[K+].[K+].[Cl:23][C:24]1[N:29]=[C:28](Cl)[N:27]=[CH:26][N:25]=1, predict the reaction product. The product is: [Cl:23][C:24]1[N:29]=[CH:28][N:27]=[C:26]([NH:1][C:2]2[CH:3]=[CH:4][C:5]([N:8]3[CH2:13][CH2:12][O:11][CH:10]([C:14]([NH2:16])=[O:15])[CH2:9]3)=[CH:6][CH:7]=2)[N:25]=1. (2) Given the reactants Cl.[NH:2]1[C:10]2[C:5](=[CH:6][CH:7]=[C:8]([C:11]([O:13][CH2:14][CH:15]=[CH2:16])=[O:12])[CH:9]=2)[CH2:4][CH2:3]1.Cl.O.[N:19]([O-])=O.[Na+], predict the reaction product. The product is: [NH2:19][N:2]1[C:10]2[C:5](=[CH:6][CH:7]=[C:8]([C:11]([O:13][CH2:14][CH:15]=[CH2:16])=[O:12])[CH:9]=2)[CH2:4][CH2:3]1. (3) Given the reactants Br[C:2]1[CH:7]=[CH:6][CH:5]=[CH:4][N:3]=1.[C:8]([O:12][C:13](=[O:28])[N:14]([C:21]1[CH:26]=[CH:25][CH:24]=[CH:23][C:22]=1[F:27])[C:15](=[O:20])[CH2:16][CH2:17][C:18]#[CH:19])([CH3:11])([CH3:10])[CH3:9], predict the reaction product. The product is: [C:8]([O:12][C:13](=[O:28])[N:14]([C:21]1[CH:26]=[CH:25][CH:24]=[CH:23][C:22]=1[F:27])[C:15](=[O:20])[CH2:16][CH2:17][C:18]#[C:19][C:2]1[CH:7]=[CH:6][CH:5]=[CH:4][N:3]=1)([CH3:11])([CH3:9])[CH3:10].